This data is from Full USPTO retrosynthesis dataset with 1.9M reactions from patents (1976-2016). The task is: Predict the reactants needed to synthesize the given product. Given the product [CH:1]1([NH:4][C:5](=[O:31])[C:6]2[CH:11]=[C:10]([F:12])[C:9]([CH3:13])=[C:8]([C:14]3[CH:15]=[C:16]4[C:21](=[CH:22][CH:23]=3)[C:20](=[O:24])[N:19]([CH2:25][CH:26]3[CH2:27][CH2:28]3)[CH:18]=[C:17]4[CH2:29][N:38]3[CH2:37][CH2:36][NH:35][C@@H:34]([CH2:32][CH3:33])[CH2:39]3)[CH:7]=2)[CH2:2][CH2:3]1, predict the reactants needed to synthesize it. The reactants are: [CH:1]1([NH:4][C:5](=[O:31])[C:6]2[CH:11]=[C:10]([F:12])[C:9]([CH3:13])=[C:8]([C:14]3[CH:15]=[C:16]4[C:21](=[CH:22][CH:23]=3)[C:20](=[O:24])[N:19]([CH2:25][CH:26]3[CH2:28][CH2:27]3)[CH:18]=[C:17]4[CH:29]=O)[CH:7]=2)[CH2:3][CH2:2]1.[CH2:32]([C@H:34]1[CH2:39][NH:38][CH2:37][CH2:36][N:35]1C(OC(C)(C)C)=O)[CH3:33].